Dataset: Full USPTO retrosynthesis dataset with 1.9M reactions from patents (1976-2016). Task: Predict the reactants needed to synthesize the given product. Given the product [CH3:1][C:2]1[CH:3]=[C:4]([CH:9]2[C:16]3[CH:15]=[C:14]([C:17]([OH:19])=[O:18])[NH:13][C:12]=3[CH2:11][CH2:10]2)[CH:5]=[C:6]([CH3:8])[CH:7]=1, predict the reactants needed to synthesize it. The reactants are: [CH3:1][C:2]1[CH:3]=[C:4]([CH:9]2[C:16]3[CH:15]=[C:14]([C:17]([O:19]C)=[O:18])[NH:13][C:12]=3[CH2:11][CH2:10]2)[CH:5]=[C:6]([CH3:8])[CH:7]=1.O.[OH-].[Li+].C1COCC1.